Dataset: Peptide-MHC class I binding affinity with 185,985 pairs from IEDB/IMGT. Task: Regression. Given a peptide amino acid sequence and an MHC pseudo amino acid sequence, predict their binding affinity value. This is MHC class I binding data. (1) The peptide sequence is GRNSFEVRV. The MHC is HLA-B07:02 with pseudo-sequence HLA-B07:02. The binding affinity (normalized) is 0.0847. (2) The peptide sequence is SMDTLLFFL. The MHC is HLA-A02:01 with pseudo-sequence HLA-A02:01. The binding affinity (normalized) is 0.997. (3) The peptide sequence is FIRDCSVAL. The MHC is HLA-B08:02 with pseudo-sequence HLA-B08:02. The binding affinity (normalized) is 0.177. (4) The binding affinity (normalized) is 0.784. The MHC is HLA-A02:01 with pseudo-sequence HLA-A02:01. The peptide sequence is YTITVFLHL. (5) The peptide sequence is VPPESVEAA. The MHC is HLA-A01:01 with pseudo-sequence HLA-A01:01. The binding affinity (normalized) is 0.0847. (6) The peptide sequence is AYISSEATTPE. The MHC is Patr-A0901 with pseudo-sequence Patr-A0901. The binding affinity (normalized) is 0.262.